From a dataset of Experimentally validated miRNA-target interactions with 360,000+ pairs, plus equal number of negative samples. Binary Classification. Given a miRNA mature sequence and a target amino acid sequence, predict their likelihood of interaction. (1) The miRNA is mmu-miR-802-5p with sequence UCAGUAACAAAGAUUCAUCCUU. The protein sequence of the target gene is MAKGDPKKPKGKMSAYAFFVQTCREEHKKKNPEVPVNFAEFSKKCSERWKTMSSKEKSKFDEMAKADKVRYDREMKDYGPAKGGKKKKDPNAPKRPPSGFFLFCSEFRPKIKSTNPGISIGDVAKKLGEMWNNLSDNEKQPYVTKAAKLKEKYEKDVADYKSKGKFDGAKGPAKVARKKVEEEEEEEEEEEEEEEEEEDE. Result: 0 (no interaction). (2) The miRNA is mmu-miR-149-5p with sequence UCUGGCUCCGUGUCUUCACUCCC. The protein sequence of the target gene is MSATAATVPPAAPAGEGGPPAPPPNLTSNRRLQQTQAQVDEVVDIMRVNVDKVLERDQKLSELDDRADALQAGASQFETSAAKLKRKYWWKNLKMMIILGVICAIILIIIIVYFST. Result: 1 (interaction). (3) The miRNA is hsa-miR-193b-5p with sequence CGGGGUUUUGAGGGCGAGAUGA. The protein sequence of the target gene is MPLPEPSEQEGESVKASQEPSPKPGTEVIPAAPRKPRKFSKLVLLTASKDSTKVAGAKRKGVHCVMSLGVPGPATLAKALLQTHPEAQRAIEAAPQEPEQKRSRQDPGTDRTEDSGLAAGPPEAAGENFAPCSVAPGKSL. Result: 1 (interaction).